Dataset: Reaction yield outcomes from USPTO patents with 853,638 reactions. Task: Predict the reaction yield, written as a fraction of the theoretical maximum amount of product (1.0 means a 100% yield; for example, 0.34 means a 34% yield). The reactants are [C:1]([N:8]1[CH2:13][CH2:12][CH2:11][CH:10]([CH2:14][OH:15])[CH2:9]1)([O:3][C:4]([CH3:7])([CH3:6])[CH3:5])=[O:2].C(N(CC)CC)C. The catalyst is CS(C)=O. The product is [C:1]([N:8]1[CH2:13][CH2:12][CH2:11][CH:10]([CH:14]=[O:15])[CH2:9]1)([O:3][C:4]([CH3:7])([CH3:6])[CH3:5])=[O:2]. The yield is 0.685.